This data is from Forward reaction prediction with 1.9M reactions from USPTO patents (1976-2016). The task is: Predict the product of the given reaction. (1) Given the reactants [CH2:1]=[CH:2][CH2:3][C@H:4]([NH2:8])[C:5]([OH:7])=[O:6].C(N1[C:18](=[O:19])[C:17]2=[CH:20][CH:21]=[CH:22][CH:23]=[C:16]2[C:15]1=[O:24])(OCC)=O, predict the reaction product. The product is: [O:19]=[C:18]1[C:17]2[C:16](=[CH:23][CH:22]=[CH:21][CH:20]=2)[C:15](=[O:24])[N:8]1[C@@H:4]([CH2:3][CH:2]=[CH2:1])[C:5]([OH:7])=[O:6]. (2) The product is: [CH3:1][O:2][C:3]([NH:5][C@H:6]([C:20]([NH:22][CH2:23][CH2:24][C:25]([F:50])([F:49])[CH2:26][C@@H:27]([C:44]([O:46][CH2:47][CH3:48])=[O:45])[N:28]([S:32]([C:35]1[CH:40]=[CH:39][C:38]([NH2:41])=[CH:37][CH:36]=1)(=[O:34])=[O:33])[CH:29]([CH3:30])[CH3:31])=[O:21])[CH:7]([C:8]1[CH:9]=[CH:10][CH:11]=[CH:12][CH:13]=1)[C:14]1[CH:15]=[CH:16][CH:17]=[CH:18][CH:19]=1)=[O:4]. Given the reactants [CH3:1][O:2][C:3]([NH:5][C@H:6]([C:20]([NH:22][CH2:23][CH2:24][C:25]([F:50])([F:49])[CH2:26][C@@H:27]([C:44]([O:46][CH2:47][CH3:48])=[O:45])[N:28]([S:32]([C:35]1[CH:40]=[CH:39][C:38]([N+:41]([O-])=O)=[CH:37][CH:36]=1)(=[O:34])=[O:33])[CH:29]([CH3:31])[CH3:30])=[O:21])[CH:7]([C:14]1[CH:19]=[CH:18][CH:17]=[CH:16][CH:15]=1)[C:8]1[CH:13]=[CH:12][CH:11]=[CH:10][CH:9]=1)=[O:4], predict the reaction product. (3) Given the reactants C(N(C(C)C)C(C)C)C.[Br:10][C:11]1[C:19]2[C:18](Cl)=[N:17][CH:16]=[N:15][C:14]=2[NH:13][CH:12]=1.[NH:21]1[C:25]2[CH:26]=[CH:27][CH:28]=[CH:29][C:24]=2[N:23]=[C:22]1[C:30]1([CH2:36][NH2:37])[CH2:35][CH2:34][NH:33][CH2:32][CH2:31]1, predict the reaction product. The product is: [NH:21]1[C:25]2[CH:26]=[CH:27][CH:28]=[CH:29][C:24]=2[N:23]=[C:22]1[C:30]1([CH2:36][NH2:37])[CH2:31][CH2:32][N:33]([C:18]2[C:19]3[C:11]([Br:10])=[CH:12][NH:13][C:14]=3[N:15]=[CH:16][N:17]=2)[CH2:34][CH2:35]1. (4) Given the reactants [Cl:1][C:2]1[CH:20]=[CH:19][CH:18]=[C:17]([F:21])[C:3]=1[CH2:4][N:5]1[CH2:10][CH2:9][N:8]([CH2:11][C:12](OCC)=[O:13])[CH2:7][CH2:6]1.[NH2:22][NH2:23], predict the reaction product. The product is: [Cl:1][C:2]1[CH:20]=[CH:19][CH:18]=[C:17]([F:21])[C:3]=1[CH2:4][N:5]1[CH2:10][CH2:9][N:8]([CH2:11][C:12]([NH:22][NH2:23])=[O:13])[CH2:7][CH2:6]1. (5) Given the reactants Br[C:2]1[CH:3]=[C:4]2[C:9](=[C:10]([F:12])[CH:11]=1)[CH:8]=[C:7]([OH:13])[CH:6]=[CH:5]2.C[O:15][C:16]([C:18]1[CH:23]=[CH:22][C:21](B(O)O)=[CH:20][CH:19]=1)=[O:17], predict the reaction product. The product is: [F:12][C:10]1[C:9]2[C:4](=[CH:5][CH:6]=[C:7]([OH:13])[CH:8]=2)[CH:3]=[C:2]([C:21]2[CH:22]=[CH:23][C:18]([C:16]([OH:17])=[O:15])=[CH:19][CH:20]=2)[CH:11]=1.